From a dataset of Catalyst prediction with 721,799 reactions and 888 catalyst types from USPTO. Predict which catalyst facilitates the given reaction. Reactant: [Cl:1][C:2]1[N:7]=[C:6]([NH:8][CH2:9][CH2:10][CH3:11])[N:5]=[C:4]([NH:12][CH2:13][CH2:14][CH3:15])[N:3]=1.Cl.[CH2:17]([O:20][NH2:21])[C:18]#[CH:19].[OH-].[Na+].C([O-])(O)=O.[Na+]. Product: [ClH:1].[CH2:13]([NH:12][C:4]1[N:5]=[C:6]([NH:8][CH2:9][CH2:10][CH3:11])[N:7]=[C:2]([NH:21][O:20][CH2:17][C:18]#[CH:19])[N:3]=1)[CH2:14][CH3:15]. The catalyst class is: 12.